Regression. Given two drug SMILES strings and cell line genomic features, predict the synergy score measuring deviation from expected non-interaction effect. From a dataset of NCI-60 drug combinations with 297,098 pairs across 59 cell lines. (1) Drug 1: CCC1=CC2CC(C3=C(CN(C2)C1)C4=CC=CC=C4N3)(C5=C(C=C6C(=C5)C78CCN9C7C(C=CC9)(C(C(C8N6C)(C(=O)OC)O)OC(=O)C)CC)OC)C(=O)OC.C(C(C(=O)O)O)(C(=O)O)O. Drug 2: CCC1(C2=C(COC1=O)C(=O)N3CC4=CC5=C(C=CC(=C5CN(C)C)O)N=C4C3=C2)O.Cl. Cell line: T-47D. Synergy scores: CSS=29.7, Synergy_ZIP=-3.68, Synergy_Bliss=-1.16, Synergy_Loewe=-16.8, Synergy_HSA=0.378. (2) Drug 1: CC1C(C(CC(O1)OC2CC(CC3=C2C(=C4C(=C3O)C(=O)C5=C(C4=O)C(=CC=C5)OC)O)(C(=O)CO)O)N)O.Cl. Drug 2: CCC1(CC2CC(C3=C(CCN(C2)C1)C4=CC=CC=C4N3)(C5=C(C=C6C(=C5)C78CCN9C7C(C=CC9)(C(C(C8N6C)(C(=O)OC)O)OC(=O)C)CC)OC)C(=O)OC)O.OS(=O)(=O)O. Cell line: NCI-H322M. Synergy scores: CSS=-0.891, Synergy_ZIP=0.196, Synergy_Bliss=1.88, Synergy_Loewe=-4.29, Synergy_HSA=-3.68. (3) Drug 1: CCC1=CC2CC(C3=C(CN(C2)C1)C4=CC=CC=C4N3)(C5=C(C=C6C(=C5)C78CCN9C7C(C=CC9)(C(C(C8N6C)(C(=O)OC)O)OC(=O)C)CC)OC)C(=O)OC.C(C(C(=O)O)O)(C(=O)O)O. Drug 2: CC1=CC=C(C=C1)C2=CC(=NN2C3=CC=C(C=C3)S(=O)(=O)N)C(F)(F)F. Cell line: MDA-MB-231. Synergy scores: CSS=31.2, Synergy_ZIP=-3.63, Synergy_Bliss=2.18, Synergy_Loewe=-23.8, Synergy_HSA=2.35. (4) Drug 1: C(CC(=O)O)C(=O)CN.Cl. Drug 2: CCN(CC)CCCC(C)NC1=C2C=C(C=CC2=NC3=C1C=CC(=C3)Cl)OC. Cell line: BT-549. Synergy scores: CSS=21.2, Synergy_ZIP=-4.82, Synergy_Bliss=-4.07, Synergy_Loewe=-10.8, Synergy_HSA=-0.267.